From a dataset of Forward reaction prediction with 1.9M reactions from USPTO patents (1976-2016). Predict the product of the given reaction. (1) Given the reactants [C:1]([O:5][C:6]([NH:8][CH2:9][C:10]1[CH:15]=[CH:14][C:13]([F:16])=[C:12]([C:17]2[CH2:18][CH2:19][N:20]([C:23]([C:25]3[CH:26]=[N:27][CH:28]=[C:29]([CH2:31][CH2:32][C:33]4[CH:38]=[CH:37][CH:36]=[CH:35][CH:34]=4)[CH:30]=3)=[O:24])[CH2:21][CH:22]=2)[CH:11]=1)=[O:7])([CH3:4])([CH3:3])[CH3:2], predict the reaction product. The product is: [C:1]([O:5][C:6]([NH:8][CH2:9][C:10]1[CH:15]=[CH:14][C:13]([F:16])=[C:12]([CH:17]2[CH2:18][CH2:19][N:20]([C:23]([C:25]3[CH:26]=[N:27][CH:28]=[C:29]([CH2:31][CH2:32][C:33]4[CH:34]=[CH:35][CH:36]=[CH:37][CH:38]=4)[CH:30]=3)=[O:24])[CH2:21][CH2:22]2)[CH:11]=1)=[O:7])([CH3:4])([CH3:2])[CH3:3]. (2) Given the reactants [CH3:1][CH2:2][CH2:3][C:4]1[N:12]([CH2:13][C:14]2[CH:15]=[CH:16][C:17]([C:20]3[CH:21]=[CH:22][CH:23]=[CH:24][C:25]=3[C:26]([OH:28])=[O:27])=[CH:18][CH:19]=2)[C:11]2[CH:10]=[C:9]([C:29]3[N:37]([CH3:38])[C:36]4[CH:35]=[CH:34][CH:33]=[CH:32][C:31]=4[N:30]=3)[CH:8]=[C:7]([CH3:39])[C:6]=2[N:5]=1.[OH-].[Na+:41], predict the reaction product. The product is: [CH3:1][CH2:2][CH2:3][C:4]1[N:12]([CH2:13][C:14]2[CH:19]=[CH:18][C:17]([C:20]3[C:25]([C:26]([O-:28])=[O:27])=[CH:24][CH:23]=[CH:22][CH:21]=3)=[CH:16][CH:15]=2)[C:11]2[C:6](=[C:7]([CH3:39])[CH:8]=[C:9]([C:29]3[N:37]([CH3:38])[C:36]4[C:31](=[CH:32][CH:33]=[CH:34][CH:35]=4)[N:30]=3)[CH:10]=2)[N:5]=1.[Na+:41]. (3) Given the reactants [CH3:1][O:2][C:3]1[CH:4]=[C:5]([CH:11]([OH:16])[C:12]([O:14]C)=[O:13])[CH:6]=[CH:7][C:8]=1[O:9][CH3:10].[Li+].[OH-], predict the reaction product. The product is: [CH3:1][O:2][C:3]1[CH:4]=[C:5]([CH:11]([OH:16])[C:12]([OH:14])=[O:13])[CH:6]=[CH:7][C:8]=1[O:9][CH3:10]. (4) Given the reactants [CH2:1]([CH:4]([C:10]([O:12][CH2:13][CH3:14])=[O:11])[C:5]([O:7][CH2:8][CH3:9])=[O:6])[CH:2]=[CH2:3].P(Cl)(Cl)(Cl)=O.[Cl:20][C:21]([Cl:26])(Cl)[C:22](Cl)=[O:23], predict the reaction product. The product is: [Cl:20][C:21]1([Cl:26])[C:22](=[O:23])[CH2:3][CH:2]1[CH2:1][CH:4]([C:10]([O:12][CH2:13][CH3:14])=[O:11])[C:5]([O:7][CH2:8][CH3:9])=[O:6]. (5) Given the reactants [NH2:1][C:2]1[C:10]2[C:9]([C:11]3[CH:16]=[CH:15][C:14]([Cl:17])=[C:13]([Cl:18])[CH:12]=3)=[N:8][C:7](S(C)=O)=[N:6][C:5]=2[S:4][C:3]=1[C:22]([NH2:24])=[O:23].[NH2:25][C@@H:26]([CH2:29][CH3:30])[CH2:27][OH:28], predict the reaction product. The product is: [CH2:29]([C@H:26]([NH:25][C:7]1[N:8]=[C:9]([C:11]2[CH:16]=[CH:15][C:14]([Cl:17])=[C:13]([Cl:18])[CH:12]=2)[C:10]2[C:2]([NH2:1])=[C:3]([C:22]([NH2:24])=[O:23])[S:4][C:5]=2[N:6]=1)[CH2:27][OH:28])[CH3:30]. (6) Given the reactants [OH:1][C:2]1[CH:14]=[CH:13][C:5]2[C:6]([CH2:9][C:10]([OH:12])=[O:11])=[CH:7][O:8][C:4]=2[CH:3]=1.S(=O)(=O)(O)O.[CH3:20]O, predict the reaction product. The product is: [CH3:20][O:11][C:10](=[O:12])[CH2:9][C:6]1[C:5]2[CH:13]=[CH:14][C:2]([OH:1])=[CH:3][C:4]=2[O:8][CH:7]=1.